Dataset: Peptide-MHC class I binding affinity with 185,985 pairs from IEDB/IMGT. Task: Regression. Given a peptide amino acid sequence and an MHC pseudo amino acid sequence, predict their binding affinity value. This is MHC class I binding data. The peptide sequence is STLLTWHMH. The MHC is HLA-A68:01 with pseudo-sequence HLA-A68:01. The binding affinity (normalized) is 0.269.